Dataset: Forward reaction prediction with 1.9M reactions from USPTO patents (1976-2016). Task: Predict the product of the given reaction. Given the reactants [CH3:1][CH:2]([O:4][C:5]1[CH:12]=[CH:11][C:10]([C:13]2[S:14][CH:15]=[CH:16][N:17]=2)=[CH:9][C:6]=1[C:7]#[N:8])[CH3:3].C([O-])(=O)C.[Na+].[Br:23]Br, predict the reaction product. The product is: [Br:23][C:15]1[S:14][C:13]([C:10]2[CH:11]=[CH:12][C:5]([O:4][CH:2]([CH3:1])[CH3:3])=[C:6]([CH:9]=2)[C:7]#[N:8])=[N:17][CH:16]=1.